This data is from CYP2C19 inhibition data for predicting drug metabolism from PubChem BioAssay. The task is: Regression/Classification. Given a drug SMILES string, predict its absorption, distribution, metabolism, or excretion properties. Task type varies by dataset: regression for continuous measurements (e.g., permeability, clearance, half-life) or binary classification for categorical outcomes (e.g., BBB penetration, CYP inhibition). Dataset: cyp2c19_veith. (1) The drug is c1ccc2cc(-c3csnn3)ccc2c1. The result is 1 (inhibitor). (2) The drug is CCOC(=O)c1c(NC(=O)c2ccc(S(=O)(=O)N3CCOCC3)cc2)sc2c1CCN(C)C2. The result is 0 (non-inhibitor). (3) The drug is c1cn(-c2ccnc(-c3ccc4c(c3)OCO4)n2)cn1. The result is 1 (inhibitor).